From a dataset of Drug-target binding data from BindingDB using IC50 measurements. Regression. Given a target protein amino acid sequence and a drug SMILES string, predict the binding affinity score between them. We predict pIC50 (pIC50 = -log10(IC50 in M); higher means more potent). Dataset: bindingdb_ic50. (1) The small molecule is CC(C)(C)c1ccc(CCN2CCc3cc(S(=O)(=O)Nc4ccc(F)cc4)ccc3C2)cc1. The target protein (Q80W94) has sequence MVEFAPLLVPWERRLQTFAVLQWVFSFLALAQLCIVIFVGLLFTRFWLFSVLYATWWYLDWDKPRQGGRPIQFFRRLAIWKYMKDYFPVSLVKTAELDPSRNYIAGFHPHGVLAAGAFLNLCTESTGFTSLFPGIRSYLMMLTVWFRAPFFRDYIMSGGLVSSEKVSADHILSRKGGGNLLAIIVGGAQEALDARPGAYRLLLKNRKGFIRLALMHGAALVPIFSFGENNLFNQVENTPGTWLRWIQNRLQKIMGISLPLFHGRGVFQYSFGLMPFRQPITTIVGKPIEVQMTPQPSREEVDRLHQRYIKELCKLFEEHKLKFNVPEDQHLEFC. The pIC50 is 5.9. (2) The drug is O=C1CC[C@@]2(O)[C@H]3Cc4ccc(O)c5c4[C@@]2(CCN3CC2CC2)[C@H]1O5. The target protein (P09483) has sequence MANSGTGAPPPLLLLPLLLLLGTGLLPASSHIETRAHAEERLLKRLFSGYNKWSRPVANISDVVLVRFGLSIAQLIDVDEKNQMMTTNVWVKQEWHDYKLRWDPGDYENVTSIRIPSELIWRPDIVLYNNADGDFAVTHLTKAHLFYDGRVQWTPPAIYKSSCSIDVTFFPFDQQNCTMKFGSWTYDKAKIDLVSMHSRVDQLDFWESGEWVIVDAVGTYNTRKYECCAEIYPDITYAFIIRRLPLFYTINLIIPCLLISCLTVLVFYLPSECGEKVTLCISVLLSLTVFLLLITEIIPSPTSLVIPLIGEYLLFTMIFVTLSIVITVFVLNVHHRSPRTHTMPAWVRRVFLDIVPRLLFMKRPSVVKDNCRRLIESMHKMANAPRFWPEPVGEPGILSDICNQGLSPAPTFCNPTDTAVETQPTCRSPPLEVPDLKTSEVEKASPCPSPGSCPPPKSSSGAPMLIKARSLSVQHVPSSQEAAEDGIRCRSRSIQYCVSQ.... The pIC50 is 3.9. (3) The small molecule is COc1cccc(C(=O)Oc2ccc(CN=Nc3ccc(C(=O)O)cc3)cc2OC)c1. The target protein (Q9R0P9) has sequence MQLKPMEINPEMLNKVLAKLGVAGQWRFADVLGLEEETLGSVPSPACALLLLFPLTAQHENFRKKQIEELKGQEVSPKVYFMKQTIGNSCGTIGLIHAVANNQDKLEFEDGSVLKQFLSETEKLSPEDRAKCFEKNEAIQAAHDSVAQEGQCRVDDKVNFHFILFNNVDGHLYELDGRMPFPVNHGASSEDSLLQDAAKVCREFTEREQGEVRFSAVALCKAA. The pIC50 is 4.7.